This data is from Catalyst prediction with 721,799 reactions and 888 catalyst types from USPTO. The task is: Predict which catalyst facilitates the given reaction. Product: [Cl:21][C:22]1[CH:28]=[CH:27][CH:26]=[CH:25][C:23]=1[NH:24][C:4]1[C:5](=[O:20])[C:6](=[O:19])[C:7]=1[NH:8][C:9]1[CH:14]=[CH:13][C:12]([N+:15]([O-:17])=[O:16])=[CH:11][C:10]=1[OH:18]. Reactant: C(O[C:4]1[C:5](=[O:20])[C:6](=[O:19])[C:7]=1[NH:8][C:9]1[CH:14]=[CH:13][C:12]([N+:15]([O-:17])=[O:16])=[CH:11][C:10]=1[OH:18])C.[Cl:21][C:22]1[CH:28]=[CH:27][CH:26]=[CH:25][C:23]=1[NH2:24].C(OC(=O)C)C. The catalyst class is: 16.